This data is from Catalyst prediction with 721,799 reactions and 888 catalyst types from USPTO. The task is: Predict which catalyst facilitates the given reaction. (1) Reactant: [Br:1][C:2]1[C:3](Cl)=[N:4][C:5]([Cl:8])=[N:6][CH:7]=1.[CH:10]1([C:13]2[NH:17][N:16]=[C:15]([NH2:18])[CH:14]=2)[CH2:12][CH2:11]1.C(N(C(C)C)CC)(C)C. Product: [Br:1][C:2]1[C:3]([NH:18][C:15]2[CH:14]=[C:13]([CH:10]3[CH2:12][CH2:11]3)[NH:17][N:16]=2)=[N:4][C:5]([Cl:8])=[N:6][CH:7]=1. The catalyst class is: 51. (2) Reactant: [CH3:1][CH2:2][C@H:3]1[O:18][C:16](=[O:17])[C@H:15]([CH3:19])[C@@H:14]([O:20][C@@H:21]2[O:26][C@@H:25]([CH3:27])[C@H:24]([OH:28])[C@@:23]([O:30][CH3:31])([CH3:29])[CH2:22]2)[C@H:13]([CH3:32])[C@@H:12]([O:33][C@@H:34]2[O:39][C@H:38]([CH3:40])[CH2:37][C@H:36]([N:41]([CH3:43])[CH3:42])[C@H:35]2[OH:44])[C@@:11]([OH:46])([CH3:45])[CH2:10][C@@H:9]([CH3:47])[CH2:8][NH:7][C@H:6]([CH3:48])[C@@H:5]([OH:49])[C@@:4]1([OH:51])[CH3:50].C=O.[CH:54](O)=O.O. Product: [CH3:1][CH2:2][C@H:3]1[O:18][C:16](=[O:17])[C@H:15]([CH3:19])[C@@H:14]([O:20][C@@H:21]2[O:26][C@@H:25]([CH3:27])[C@H:24]([OH:28])[C@@:23]([O:30][CH3:31])([CH3:29])[CH2:22]2)[C@H:13]([CH3:32])[C@@H:12]([O:33][C@@H:34]2[O:39][C@H:38]([CH3:40])[CH2:37][C@H:36]([N:41]([CH3:43])[CH3:42])[C@H:35]2[OH:44])[C@@:11]([OH:46])([CH3:45])[CH2:10][C@@H:9]([CH3:47])[CH2:8][N:7]([CH3:54])[C@H:6]([CH3:48])[C@@H:5]([OH:49])[C@@:4]1([OH:51])[CH3:50]. The catalyst class is: 21. (3) Reactant: [CH:1]([N:4]1[C:8]([O:9][CH2:10][C:11]2[CH:20]=[CH:19][C:18]3[C:13](=[CH:14][CH:15]=[CH:16][CH:17]=3)[N:12]=2)=[CH:7][C:6]([C:21](OC)=[O:22])=[N:5]1)([CH3:3])[CH3:2].[H-].C([Al+]CC(C)C)C(C)C.C(O)C.[Cl-].[NH4+]. Product: [CH:1]([N:4]1[C:8]([O:9][CH2:10][C:11]2[CH:20]=[CH:19][C:18]3[C:13](=[CH:14][CH:15]=[CH:16][CH:17]=3)[N:12]=2)=[CH:7][C:6]([CH2:21][OH:22])=[N:5]1)([CH3:3])[CH3:2]. The catalyst class is: 207.